This data is from Catalyst prediction with 721,799 reactions and 888 catalyst types from USPTO. The task is: Predict which catalyst facilitates the given reaction. (1) Reactant: [N:1]1[N:2]=[CH:3][N:4]([CH2:6][C@@H:7]2[C@H:10]([NH:11][C:12](=[O:39])/[C:13](=[N:27]\[O:28][C:29]([CH3:38])([CH3:37])[C:30]([O:32]C(C)(C)C)=[O:31])/[C:14]3[N:15]=[C:16]([NH:19]C(OC(C)(C)C)=O)[S:17][CH:18]=3)[C:9](=[O:40])[N:8]2[S:41]([OH:44])(=[O:43])=[O:42])[CH:5]=1.C(O)(C(F)(F)F)=O. Product: [N:1]1[N:2]=[CH:3][N:4]([CH2:6][C@@H:7]2[C@H:10]([NH:11][C:12](=[O:39])/[C:13](=[N:27]\[O:28][C:29]([CH3:38])([CH3:37])[C:30]([OH:32])=[O:31])/[C:14]3[N:15]=[C:16]([NH2:19])[S:17][CH:18]=3)[C:9](=[O:40])[N:8]2[S:41]([OH:44])(=[O:42])=[O:43])[CH:5]=1. The catalyst class is: 2. (2) Reactant: P(Br)(Br)[Br:2].[CH2:5]([O:12][C:13](=[O:28])[NH:14][C:15]1[C:20]([F:21])=[CH:19][C:18]([CH2:22]O)=[CH:17][C:16]=1[CH2:24][CH2:25][CH2:26][CH3:27])[C:6]1[CH:11]=[CH:10][CH:9]=[CH:8][CH:7]=1.CO. Product: [CH2:5]([O:12][C:13](=[O:28])[NH:14][C:15]1[C:20]([F:21])=[CH:19][C:18]([CH2:22][Br:2])=[CH:17][C:16]=1[CH2:24][CH2:25][CH2:26][CH3:27])[C:6]1[CH:11]=[CH:10][CH:9]=[CH:8][CH:7]=1. The catalyst class is: 28. (3) Reactant: C[Si]([N-][Si](C)(C)C)(C)C.[Na+].[CH2:11]([O:18][C@@H:19]1[C@@:23]([CH2:43]OS(C2C=CC(C)=CC=2)(=O)=O)([CH2:24][O:25][Si:26]([C:39]([CH3:42])([CH3:41])[CH3:40])([C:33]2[CH:38]=[CH:37][CH:36]=[CH:35][CH:34]=2)[C:27]2[CH:32]=[CH:31][CH:30]=[CH:29][CH:28]=2)[O:22][C@@H:21]([N:55]2[C:70]3[N:69]=[C:62]([NH:63][C:64](=[O:68])[CH:65]([CH3:67])[CH3:66])[NH:61][C:59](=[O:60])[C:58]=3[N:57]=[CH:56]2)[C@@H:20]1[OH:71])[C:12]1[CH:17]=[CH:16][CH:15]=[CH:14][CH:13]=1.C(=O)(O)[O-].[Na+]. Product: [CH2:11]([O:18][C@@H:19]1[C@@:23]2([CH2:43][O:71][C@H:20]1[C@H:21]([N:55]1[C:70]3[N:69]=[C:62]([NH:63][C:64](=[O:68])[CH:65]([CH3:67])[CH3:66])[NH:61][C:59](=[O:60])[C:58]=3[N:57]=[CH:56]1)[O:22]2)[CH2:24][O:25][Si:26]([C:39]([CH3:42])([CH3:40])[CH3:41])([C:27]1[CH:28]=[CH:29][CH:30]=[CH:31][CH:32]=1)[C:33]1[CH:38]=[CH:37][CH:36]=[CH:35][CH:34]=1)[C:12]1[CH:13]=[CH:14][CH:15]=[CH:16][CH:17]=1. The catalyst class is: 7. (4) Reactant: [CH3:1][O:2][C:3]1[CH:8]=[CH:7][C:6]([C:9]([CH3:15])([CH3:14])[CH2:10][C:11]([OH:13])=[O:12])=[CH:5][CH:4]=1.[Si](C=[N+]=[N-])(C)(C)[CH3:17].C(O)(=O)C. Product: [CH3:1][O:2][C:3]1[CH:4]=[CH:5][C:6]([C:9]([CH3:15])([CH3:14])[CH2:10][C:11]([O:13][CH3:17])=[O:12])=[CH:7][CH:8]=1. The catalyst class is: 224. (5) Reactant: Br[C:2]1[S:3][C:4]2[CH:10]=[C:9]([C:11]3[O:15][CH:14]=[N:13][C:12]=3[C:16]3[CH:21]=[CH:20][C:19]([F:22])=[CH:18][CH:17]=3)[CH:8]=[CH:7][C:5]=2[N:6]=1.[NH2:23][CH2:24][CH2:25][N:26]1[CH2:31][CH2:30][O:29][CH2:28][CH2:27]1. Product: [F:22][C:19]1[CH:20]=[CH:21][C:16]([C:12]2[N:13]=[CH:14][O:15][C:11]=2[C:9]2[CH:8]=[CH:7][C:5]3[N:6]=[C:2]([NH:23][CH2:24][CH2:25][N:26]4[CH2:31][CH2:30][O:29][CH2:28][CH2:27]4)[S:3][C:4]=3[CH:10]=2)=[CH:17][CH:18]=1. The catalyst class is: 1.